Dataset: Full USPTO retrosynthesis dataset with 1.9M reactions from patents (1976-2016). Task: Predict the reactants needed to synthesize the given product. Given the product [CH3:27][C:28]1[S:32][C:31]([C:2]2[N:3]([C:13]3[CH:14]=[CH:15][C:16]4[N:17]([CH3:26])[C:18]5[C:23]([C:24]=4[CH:25]=3)=[CH:22][CH:21]=[CH:20][CH:19]=5)[CH:4]=[C:5]([C:7]3[S:8][C:9]([CH3:12])=[CH:10][CH:11]=3)[N:6]=2)=[CH:30][CH:29]=1, predict the reactants needed to synthesize it. The reactants are: I[C:2]1[N:3]([C:13]2[CH:14]=[CH:15][C:16]3[N:17]([CH3:26])[C:18]4[C:23]([C:24]=3[CH:25]=2)=[CH:22][CH:21]=[CH:20][CH:19]=4)[CH:4]=[C:5]([C:7]2[S:8][C:9]([CH3:12])=[CH:10][CH:11]=2)[N:6]=1.[CH3:27][C:28]1[S:32][C:31](B2OC(C)(C)C(C)(C)O2)=[CH:30][CH:29]=1.C([O-])([O-])=O.[Na+].[Na+].